This data is from Forward reaction prediction with 1.9M reactions from USPTO patents (1976-2016). The task is: Predict the product of the given reaction. (1) Given the reactants [Br:1][C:2]1[CH:9]=[CH:8][C:5]([CH2:6][Br:7])=[CH:4][CH:3]=1.[CH2:10]([Mg:13][Cl:14])[CH:11]=[CH2:12], predict the reaction product. The product is: [CH2:10]([Mg:13][Cl:14])[CH:11]=[CH2:12].[Br:1][C:2]1[CH:9]=[CH:8][C:5]([CH2:6][Br:7])=[CH:4][CH:3]=1.[Br:1][C:2]1[CH:9]=[CH:8][C:5]([CH2:6][CH2:12][CH:11]=[CH2:10])=[CH:4][CH:3]=1. (2) Given the reactants [CH3:1][S:2][C:3]1[S:4][C:5]2[CH:11]=[CH:10][C:9]([OH:12])=[CH:8][C:6]=2[N:7]=1.Cl[C:14]1[CH:19]=[CH:18][N:17]=[C:16]([C:20]([NH:22][CH3:23])=[O:21])[CH:15]=1.C(=O)([O-])[O-].[Cs+].[Cs+], predict the reaction product. The product is: [CH3:23][NH:22][C:20](=[O:21])[C:16]1[CH:15]=[C:14]([O:12][C:9]2[CH:10]=[CH:11][C:5]3[S:4][C:3]([S:2][CH3:1])=[N:7][C:6]=3[CH:8]=2)[CH:19]=[CH:18][N:17]=1. (3) Given the reactants [C:1]([O:5][C:6]([N:8]1[CH2:17][CH2:16][C:15]2[C:10](=[C:11]([Br:22])[CH:12]=[C:13]([CH2:19][CH2:20][CH3:21])[C:14]=2[OH:18])[CH2:9]1)=[O:7])([CH3:4])([CH3:3])[CH3:2].[CH3:23]N(C=O)C.CI, predict the reaction product. The product is: [C:1]([O:5][C:6]([N:8]1[CH2:17][CH2:16][C:15]2[C:10](=[C:11]([Br:22])[CH:12]=[C:13]([CH2:19][CH2:20][CH3:21])[C:14]=2[O:18][CH3:23])[CH2:9]1)=[O:7])([CH3:4])([CH3:3])[CH3:2]. (4) Given the reactants [Cl-].O[NH3+:3].[C:4](=[O:7])([O-])[OH:5].[Na+].CS(C)=O.[CH2:13]([C:17]1[N:18]=[C:19]([CH3:47])[N:20]([CH2:39][C:40]2[CH:45]=[CH:44][C:43]([CH3:46])=[CH:42][CH:41]=2)[C:21](=[O:38])[C:22]=1[CH2:23][C:24]1[CH:29]=[CH:28][C:27]([C:30]2[C:31]([C:36]#[N:37])=[CH:32][CH:33]=[CH:34][CH:35]=2)=[CH:26][CH:25]=1)[CH2:14][CH2:15][CH3:16], predict the reaction product. The product is: [CH2:13]([C:17]1[N:18]=[C:19]([CH3:47])[N:20]([CH2:39][C:40]2[CH:45]=[CH:44][C:43]([CH3:46])=[CH:42][CH:41]=2)[C:21](=[O:38])[C:22]=1[CH2:23][C:24]1[CH:29]=[CH:28][C:27]([C:30]2[CH:35]=[CH:34][CH:33]=[CH:32][C:31]=2[C:36]2[NH:3][C:4](=[O:7])[O:5][N:37]=2)=[CH:26][CH:25]=1)[CH2:14][CH2:15][CH3:16]. (5) Given the reactants [CH3:1][N:2]([CH3:36])[CH2:3][C:4]([NH:6][C:7]1[CH:15]=[CH:14][CH:13]=[C:12]2[C:8]=1[C:9](=[O:35])[N:10]([CH:17]([C:24]1[CH:29]=[CH:28][C:27]([O:30][CH3:31])=[C:26]([O:32][CH2:33][CH3:34])[CH:25]=1)[CH2:18][C:19]([N:21]([CH3:23])[CH3:22])=[O:20])[C:11]2=[O:16])=[O:5].[ClH:37].CCOCC, predict the reaction product. The product is: [ClH:37].[CH3:36][N:2]([CH3:1])[CH2:3][C:4]([NH:6][C:7]1[CH:15]=[CH:14][CH:13]=[C:12]2[C:8]=1[C:9](=[O:35])[N:10]([CH:17]([C:24]1[CH:29]=[CH:28][C:27]([O:30][CH3:31])=[C:26]([O:32][CH2:33][CH3:34])[CH:25]=1)[CH2:18][C:19]([N:21]([CH3:22])[CH3:23])=[O:20])[C:11]2=[O:16])=[O:5]. (6) Given the reactants [CH3:1][O:2][C:3]1[CH:8]=[CH:7][C:6]([S:9]([NH:12][C:13]2[CH:18]=[CH:17][C:16]([N:19]3[CH2:24][CH2:23][C:22](=O)[CH2:21][CH2:20]3)=[CH:15][CH:14]=2)(=[O:11])=[O:10])=[CH:5][CH:4]=1.[CH:26]1[C:31]([C@H:32]([OH:35])[CH2:33][NH2:34])=[CH:30][C:29]([OH:36])=[C:28]([OH:37])[CH:27]=1, predict the reaction product. The product is: [OH:36][C:29]1[CH:30]=[C:31]([C@@H:32]([OH:35])[CH2:33][NH:34][CH:22]2[CH2:23][CH2:24][N:19]([C:16]3[CH:15]=[CH:14][C:13]([NH:12][S:9]([C:6]4[CH:7]=[CH:8][C:3]([O:2][CH3:1])=[CH:4][CH:5]=4)(=[O:10])=[O:11])=[CH:18][CH:17]=3)[CH2:20][CH2:21]2)[CH:26]=[CH:27][C:28]=1[OH:37].